This data is from Reaction yield outcomes from USPTO patents with 853,638 reactions. The task is: Predict the reaction yield, written as a fraction of the theoretical maximum amount of product (1.0 means a 100% yield; for example, 0.34 means a 34% yield). (1) The reactants are [CH3:1][O:2][C:3](=[O:28])/[C:4](/[C:8]1[CH:13]=[CH:12][CH:11]=[CH:10][C:9]=1[CH2:14][O:15][C:16]1[CH:21]=[CH:20][C:19]([NH:22][CH2:23][CH:24]([CH3:26])[CH3:25])=[CH:18][C:17]=1[F:27])=[CH:5]/[O:6][CH3:7].[BH-](OC(C)=O)(OC(C)=O)O[C:31](C)=O.[Na+].C=O.C(=O)(O)[O-].[Na+]. The catalyst is C(Cl)Cl. The product is [CH3:1][O:2][C:3](=[O:28])/[C:4](/[C:8]1[CH:13]=[CH:12][CH:11]=[CH:10][C:9]=1[CH2:14][O:15][C:16]1[CH:21]=[CH:20][C:19]([N:22]([CH2:23][CH:24]([CH3:26])[CH3:25])[CH3:31])=[CH:18][C:17]=1[F:27])=[CH:5]/[O:6][CH3:7]. The yield is 0.730. (2) The reactants are [OH:1][CH2:2][C@H:3]1[C@H:7]([CH3:8])[CH2:6][N:5]([C:9]([O:11][C:12]([CH3:15])([CH3:14])[CH3:13])=[O:10])[CH2:4]1.[H-].[Na+].[Cl:18][C:19]1[N:20]=[C:21](Cl)[C:22]2[CH:27]=[CH:26][N:25]([CH2:28][O:29][CH2:30][CH2:31][Si:32]([CH3:35])([CH3:34])[CH3:33])[C:23]=2[N:24]=1. The catalyst is CN(C=O)C. The product is [Cl:18][C:19]1[N:20]=[C:21]([O:1][CH2:2][C@H:3]2[C@H:7]([CH3:8])[CH2:6][N:5]([C:9]([O:11][C:12]([CH3:14])([CH3:13])[CH3:15])=[O:10])[CH2:4]2)[C:22]2[CH:27]=[CH:26][N:25]([CH2:28][O:29][CH2:30][CH2:31][Si:32]([CH3:35])([CH3:34])[CH3:33])[C:23]=2[N:24]=1. The yield is 1.00. (3) The reactants are [OH:1][C:2]1[CH:3]=[C:4]2[C:9](=[CH:10][CH:11]=1)[C:8]([C:12]([OH:14])=O)=[CH:7][CH:6]=[CH:5]2.[CH:15]1([NH2:18])[CH2:17][CH2:16]1.CCN(CC)CC. No catalyst specified. The product is [CH:15]1([NH:18][C:12]([C:8]2[C:9]3[C:4](=[CH:3][C:2]([OH:1])=[CH:11][CH:10]=3)[CH:5]=[CH:6][CH:7]=2)=[O:14])[CH2:17][CH2:16]1. The yield is 0.380. (4) The reactants are [CH2:1]([O:4][C:5]1[CH:6]=[C:7]([CH2:15][C:16]([O:18][CH3:19])=[O:17])[CH:8]=[C:9]([O:11][CH2:12][CH:13]=[CH2:14])[CH:10]=1)[CH:2]=[CH2:3].[C:20](O)(=[O:22])[CH3:21].FC(F)(F)C(OC(=O)C(F)(F)F)=O.C(=O)([O-])O.[Na+]. The catalyst is FC(F)(F)C(O)=O. The product is [C:20]([C:8]1[C:9]([O:11][CH2:12][CH:13]=[CH2:14])=[CH:10][C:5]([O:4][CH2:1][CH:2]=[CH2:3])=[CH:6][C:7]=1[CH2:15][C:16]([O:18][CH3:19])=[O:17])(=[O:22])[CH3:21]. The yield is 0.650. (5) The reactants are [Cl:1][C:2]1[C:7]([CH2:8][C:9]([O:11]C)=[O:10])=[C:6]([N:13]2[CH2:17][CH2:16][CH2:15][CH2:14]2)[N:5]=[C:4]([CH2:18][C:19]2[CH:24]=[CH:23][C:22]([NH:25][C:26]([C:28]3[CH:37]=[CH:36][C:35]4[C:30](=[CH:31][CH:32]=[CH:33][CH:34]=4)[CH:29]=3)=[O:27])=[CH:21][CH:20]=2)[N:3]=1.[OH-].[Na+].CCOCC.Cl. The catalyst is C1COCC1. The product is [Cl:1][C:2]1[C:7]([CH2:8][C:9]([OH:11])=[O:10])=[C:6]([N:13]2[CH2:17][CH2:16][CH2:15][CH2:14]2)[N:5]=[C:4]([CH2:18][C:19]2[CH:20]=[CH:21][C:22]([NH:25][C:26]([C:28]3[CH:37]=[CH:36][C:35]4[C:30](=[CH:31][CH:32]=[CH:33][CH:34]=4)[CH:29]=3)=[O:27])=[CH:23][CH:24]=2)[N:3]=1. The yield is 0.560. (6) The product is [Br:2][C:3]#[C:52][C:49]1([CH2:48][O:47][Si:30]([C:43]([CH3:45])([CH3:46])[CH3:44])([C:31]2[CH:36]=[CH:35][CH:34]=[CH:33][CH:32]=2)[C:37]2[CH:38]=[CH:39][CH:40]=[CH:41][CH:42]=2)[CH2:51][CH2:50]1. The catalyst is C1COCC1. The reactants are [Br-].[Br:2][CH:3]([P+](C1C=CC=CC=1)(C1C=CC=CC=1)C1C=CC=CC=1)Br.C(O[K])(C)(C)C.[Si:30]([O:47][CH2:48][C:49]1([CH:52]=O)[CH2:51][CH2:50]1)([C:43]([CH3:46])([CH3:45])[CH3:44])([C:37]1[CH:42]=[CH:41][CH:40]=[CH:39][CH:38]=1)[C:31]1[CH:36]=[CH:35][CH:34]=[CH:33][CH:32]=1. The yield is 0.750.